Dataset: Forward reaction prediction with 1.9M reactions from USPTO patents (1976-2016). Task: Predict the product of the given reaction. (1) Given the reactants [C:1]([C:5]1[CH:21]=[CH:20][C:8]([CH2:9][N:10]2[C:14]3[CH:15]=[CH:16][CH:17]=[CH:18][C:13]=3[NH:12][C:11]2=[O:19])=[CH:7][CH:6]=1)([CH3:4])([CH3:3])[CH3:2].[N+:22]([C:25]1[CH:32]=[CH:31][C:28]([CH2:29]Br)=[CH:27][CH:26]=1)([O-:24])=[O:23].C(=O)([O-])[O-].[K+].[K+].[I-].[K+].Cl, predict the reaction product. The product is: [C:1]([C:5]1[CH:21]=[CH:20][C:8]([CH2:9][N:10]2[C:14]3[CH:15]=[CH:16][CH:17]=[CH:18][C:13]=3[N:12]([CH2:29][C:28]3[CH:31]=[CH:32][C:25]([N+:22]([O-:24])=[O:23])=[CH:26][CH:27]=3)[C:11]2=[O:19])=[CH:7][CH:6]=1)([CH3:4])([CH3:2])[CH3:3]. (2) Given the reactants [NH2:1][C:2]1[CH:7]=[CH:6][CH:5]=[CH:4][CH:3]=1.[F:8][C:9]1[CH:16]=[CH:15][CH:14]=[C:13]([F:17])[C:10]=1[CH:11]=O.C(O)(=O)C.C(O[BH-](OC(=O)C)OC(=O)C)(=O)C.[Na+].[OH-].[Na+], predict the reaction product. The product is: [F:8][C:9]1[CH:16]=[CH:15][CH:14]=[C:13]([F:17])[C:10]=1[CH2:11][NH:1][C:2]1[CH:7]=[CH:6][CH:5]=[CH:4][CH:3]=1. (3) Given the reactants [CH2:1]([NH:3][CH2:4][C:5]([NH:7][CH2:8][C:9]1[CH:14]=[C:13]([C:15]2[CH:20]=[CH:19][C:18]([C:21]([F:24])([F:23])[F:22])=[CH:17][CH:16]=2)[N:12]=[CH:11][N:10]=1)=[O:6])[CH3:2].C(N(CC)C(C)C)(C)C.[F:34][C:35]1[CH:40]=[CH:39][C:38]([S:41](Cl)(=[O:43])=[O:42])=[CH:37][CH:36]=1.C(OCC)(=O)C, predict the reaction product. The product is: [CH2:1]([N:3]([S:41]([C:38]1[CH:39]=[CH:40][C:35]([F:34])=[CH:36][CH:37]=1)(=[O:43])=[O:42])[CH2:4][C:5]([NH:7][CH2:8][C:9]1[CH:14]=[C:13]([C:15]2[CH:20]=[CH:19][C:18]([C:21]([F:23])([F:24])[F:22])=[CH:17][CH:16]=2)[N:12]=[CH:11][N:10]=1)=[O:6])[CH3:2]. (4) Given the reactants [CH3:1][O:2][C:3]1[C:8]([O:9][CH3:10])=[CH:7][CH:6]=[CH:5][C:4]=1O.[Br:12][CH2:13][CH2:14]Br.C([O-])([O-])=[O:17].[K+].[K+], predict the reaction product. The product is: [Br:12][CH2:13][CH2:14][O:17][C:5]1[CH:6]=[CH:7][C:8]([O:9][CH3:10])=[C:3]([O:2][CH3:1])[CH:4]=1. (5) Given the reactants [C:1]1([C:7]2[CH2:13][CH2:12][CH2:11][C:10]3[CH:14]=[CH:15][CH:16]=[CH:17][C:9]=3[C:8]=2[C:18]2[CH:23]=[CH:22][C:21](OS(C(F)(F)F)(=O)=O)=[CH:20][CH:19]=2)[CH:6]=[CH:5][CH:4]=[CH:3][CH:2]=1.[C:32](#[N:35])[CH:33]=[CH2:34].C(N(CC)CC)C, predict the reaction product. The product is: [C:1]1([C:7]2[CH2:13][CH2:12][CH2:11][C:10]3[CH:14]=[CH:15][CH:16]=[CH:17][C:9]=3[C:8]=2[C:18]2[CH:23]=[CH:22][C:21]([CH:34]=[CH:33][C:32]#[N:35])=[CH:20][CH:19]=2)[CH:6]=[CH:5][CH:4]=[CH:3][CH:2]=1.